From a dataset of Full USPTO retrosynthesis dataset with 1.9M reactions from patents (1976-2016). Predict the reactants needed to synthesize the given product. Given the product [CH2:13]([O:15][S:16]([O-:18])=[O:17])[CH3:14].[CH3:2][N+:3]([CH3:6])([CH3:5])[CH3:4], predict the reactants needed to synthesize it. The reactants are: [F-].[CH3:2][N+:3]([CH3:6])([CH3:5])[CH3:4].S(OC)(OC)=O.[CH2:13]([O:15][S:16]([O-:18])=[O:17])[CH3:14].C([N+](CCCC)(CCCC)CCCC)CCC.